The task is: Predict the reaction yield, written as a fraction of the theoretical maximum amount of product (1.0 means a 100% yield; for example, 0.34 means a 34% yield).. This data is from Reaction yield outcomes from USPTO patents with 853,638 reactions. (1) The reactants are [OH:1][C:2]1[NH:3][C:4]2[C:9]([C:10]=1[C:11]1[CH:21]=[CH:20][C:14]([C:15](OCC)=[O:16])=[CH:13][N:12]=1)=[CH:8][C:7]([N+:22]([O-:24])=[O:23])=[CH:6][CH:5]=2.[NH:25]1[CH2:30][CH2:29][O:28][CH2:27][CH2:26]1.N#N.C[Al](C)C. The catalyst is C1C=CC=CC=1. The product is [N:25]1([C:15]([C:14]2[CH:20]=[CH:21][C:11]([C:10]3[C:9]4[C:4](=[CH:5][CH:6]=[C:7]([N+:22]([O-:24])=[O:23])[CH:8]=4)[NH:3][C:2]=3[OH:1])=[N:12][CH:13]=2)=[O:16])[CH2:30][CH2:29][O:28][CH2:27][CH2:26]1. The yield is 0.600. (2) The reactants are C(O)(=O)C.[CH2:5]([O:9][C:10]1[CH:15]=[CH:14][C:13](/[CH:16]=[CH:17]/[N+:18]([O-:20])=[O:19])=[CH:12][CH:11]=1)[CH2:6][CH2:7][CH3:8].[BH4-].[Na+]. The catalyst is CS(C)=O. The product is [CH2:5]([O:9][C:10]1[CH:15]=[CH:14][C:13]([CH2:16][CH2:17][N+:18]([O-:20])=[O:19])=[CH:12][CH:11]=1)[CH2:6][CH2:7][CH3:8]. The yield is 0.760. (3) The reactants are B1([C:10]2[CH:15]=[CH:14][CH:13]=[C:12]([S:16]([NH2:19])(=[O:18])=[O:17])[CH:11]=2)OC(C)(C)C(C)(C)O1.I[C:21]1[C:29]2[C:24](=[N:25][CH:26]=[N:27][C:28]=2[NH2:30])[N:23]([CH:31]([CH3:33])[CH3:32])[N:22]=1.C([O-])([O-])=O.[Na+].[Na+]. The catalyst is CCO.COCCOC.C1C=CC([P]([Pd]([P](C2C=CC=CC=2)(C2C=CC=CC=2)C2C=CC=CC=2)([P](C2C=CC=CC=2)(C2C=CC=CC=2)C2C=CC=CC=2)[P](C2C=CC=CC=2)(C2C=CC=CC=2)C2C=CC=CC=2)(C2C=CC=CC=2)C2C=CC=CC=2)=CC=1. The product is [NH2:30][C:28]1[N:27]=[CH:26][N:25]=[C:24]2[N:23]([CH:31]([CH3:33])[CH3:32])[N:22]=[C:21]([C:10]3[CH:11]=[C:12]([S:16]([NH2:19])(=[O:17])=[O:18])[CH:13]=[CH:14][CH:15]=3)[C:29]=12. The yield is 0.280. (4) The catalyst is ClCCl. The reactants are [NH2:1][C@@H:2]([CH2:13][CH2:14][O:15][CH:16]([F:18])[F:17])[C:3]([O:5][CH2:6][C:7]1[CH:12]=[CH:11][CH:10]=[CH:9][CH:8]=1)=[O:4].[CH3:19][O:20][C:21](Cl)=[O:22]. The yield is 0.400. The product is [F:18][CH:16]([F:17])[O:15][CH2:14][CH2:13][C@H:2]([NH:1][C:21]([O:20][CH3:19])=[O:22])[C:3]([O:5][CH2:6][C:7]1[CH:12]=[CH:11][CH:10]=[CH:9][CH:8]=1)=[O:4]. (5) The reactants are [C:1]([O:5][C:6]([C:8]1[CH:17]=[CH:16][C:11]([C:12]([O:14]C)=[O:13])=[CH:10][N:9]=1)=[O:7])([CH3:4])([CH3:3])[CH3:2].[OH-].[Na+]. The catalyst is C1COCC1. The product is [C:1]([O:5][C:6]([C:8]1[CH:17]=[CH:16][C:11]([C:12]([OH:14])=[O:13])=[CH:10][N:9]=1)=[O:7])([CH3:4])([CH3:2])[CH3:3]. The yield is 0.760. (6) The catalyst is C(Cl)Cl. The yield is 0.630. The product is [C:26]([C@@H:4]([OH:5])[CH:2]([NH2:1])[CH3:3])([O:28][C:29]([CH3:30])([CH3:31])[CH3:32])=[O:27]. The reactants are [NH2:1][C@@H:2]([C:4](O)=[O:5])[CH3:3].[H-].[H-].[H-].[H-].[Li+].[Al+3].C1COCC1.[CH3:30][C:29]([O:28][C:26](O[C:26]([O:28][C:29]([CH3:32])([CH3:31])[CH3:30])=[O:27])=[O:27])([CH3:32])[CH3:31]. (7) The reactants are Cl[C:2]1[N:6]([CH2:7][CH2:8][CH2:9][C:10]([O:12][CH2:13][CH3:14])=[O:11])[C:5]2[C:15]([CH:20]([CH2:23][CH3:24])[CH2:21][CH3:22])=[CH:16][CH:17]=[C:18]([Cl:19])[C:4]=2[N:3]=1.Cl.[CH3:26][O:27][C:28]1[C:33]([NH2:34])=[CH:32][CH:31]=[C:30]([O:35][CH3:36])[N:29]=1.C(=O)(O)[O-].[Na+]. The catalyst is CN1CCCC1=O. The product is [Cl:19][C:18]1[C:4]2[N:3]=[C:2]([NH:34][C:33]3[C:28]([O:27][CH3:26])=[N:29][C:30]([O:35][CH3:36])=[CH:31][CH:32]=3)[N:6]([CH2:7][CH2:8][CH2:9][C:10]([O:12][CH2:13][CH3:14])=[O:11])[C:5]=2[C:15]([CH:20]([CH2:23][CH3:24])[CH2:21][CH3:22])=[CH:16][CH:17]=1. The yield is 0.200. (8) The reactants are [Br:1][C:2]1[CH:3]=[CH:4][C:5](F)=[C:6]([CH:9]=1)[CH:7]=[O:8].[F:11][C:12]([F:21])([F:20])[C:13]1[CH:18]=[CH:17][C:16]([OH:19])=[CH:15][CH:14]=1.C([O-])([O-])=O.[K+].[K+]. The catalyst is CN(C)C(=O)C. The product is [Br:1][C:2]1[CH:3]=[CH:4][C:5]([O:19][C:16]2[CH:17]=[CH:18][C:13]([C:12]([F:11])([F:20])[F:21])=[CH:14][CH:15]=2)=[C:6]([CH:9]=1)[CH:7]=[O:8]. The yield is 0.680.